Predict the reactants needed to synthesize the given product. From a dataset of Full USPTO retrosynthesis dataset with 1.9M reactions from patents (1976-2016). (1) Given the product [CH3:7][CH2:6][CH2:9][CH2:14][CH2:13][CH2:12][CH2:11][CH2:15][CH2:16][CH2:1][CH3:2], predict the reactants needed to synthesize it. The reactants are: [CH2:1]([Mg]Br)[CH3:2].[Cl-].[CH:6]([C:9]1[CH:14]=[CH:13][CH:12]=[C:11]([CH:15](C)[CH3:16])C=1[NH+]1CCN(C2[C:9]([CH:6](C)[CH3:7])=[CH:14][CH:13]=[CH:12][C:11]=2[CH:15](C)[CH3:16])C1)(C)[CH3:7].C1(P(C2C=CC=CC=2)C2C=CC=CC=2)C=CC=CC=1.C(C1C=CC(Cl)=CC=1)CCC.FC1C=C([Mg]Br)C=CC=1F.C(C(C(C([O-])=O)O)O)([O-])=O.[K+].[Na+]. (2) Given the product [Cl:1][C:2]1[CH:7]=[CH:6][CH:5]=[CH:4][C:3]=1[S:8]([NH:11][C:12]1[C:17]([C:18]2[CH:23]=[CH:22][C:21]([CH2:24][N:27]([C:28]3[CH:35]=[CH:34][C:31]([C:32]#[N:33])=[CH:30][CH:29]=3)[CH3:26])=[CH:20][CH:19]=2)=[N:16][CH:15]=[CH:14][N:13]=1)(=[O:10])=[O:9], predict the reactants needed to synthesize it. The reactants are: [Cl:1][C:2]1[CH:7]=[CH:6][CH:5]=[CH:4][C:3]=1[S:8]([NH:11][C:12]1[C:17]([C:18]2[CH:23]=[CH:22][C:21]([CH2:24]Cl)=[CH:20][CH:19]=2)=[N:16][CH:15]=[CH:14][N:13]=1)(=[O:10])=[O:9].[CH3:26][NH:27][C:28]1[CH:35]=[CH:34][C:31]([C:32]#[N:33])=[CH:30][CH:29]=1. (3) Given the product [CH3:1][O:2][C:3]1[C:8]([NH:9][S:30]([CH3:29])(=[O:32])=[O:31])=[CH:7][C:6]([C:10]2[O:18][C:17]3[C:16]([C:19]4[CH:24]=[C:23]([CH3:25])[C:22]([O:26][CH3:27])=[C:21]([CH3:28])[CH:20]=4)=[CH:15][N:14]=[CH:13][C:12]=3[CH:11]=2)=[CH:5][N:4]=1, predict the reactants needed to synthesize it. The reactants are: [CH3:1][O:2][C:3]1[C:8]([NH2:9])=[CH:7][C:6]([C:10]2[O:18][C:17]3[C:16]([C:19]4[CH:24]=[C:23]([CH3:25])[C:22]([O:26][CH3:27])=[C:21]([CH3:28])[CH:20]=4)=[CH:15][N:14]=[CH:13][C:12]=3[CH:11]=2)=[CH:5][N:4]=1.[CH3:29][S:30](Cl)(=[O:32])=[O:31]. (4) Given the product [CH2:1]([C:8]1[CH:9]=[C:10]2[C:11](=[CH:12][CH:13]=1)[NH:14][C:16]([C:18]1[CH:32]=[CH:31][C:21]([CH2:22][N:23]3[CH2:26][CH:25]([C:27]([O:29][CH3:30])=[O:28])[CH2:24]3)=[CH:20][C:19]=1[F:33])=[CH:17]2)[C:2]1[CH:7]=[CH:6][CH:5]=[CH:4][CH:3]=1, predict the reactants needed to synthesize it. The reactants are: [CH2:1]([C:8]1[CH:13]=[CH:12][C:11]([NH2:14])=[C:10](I)[CH:9]=1)[C:2]1[CH:7]=[CH:6][CH:5]=[CH:4][CH:3]=1.[C:16]([C:18]1[CH:32]=[CH:31][C:21]([CH2:22][N:23]2[CH2:26][CH:25]([C:27]([O:29][CH3:30])=[O:28])[CH2:24]2)=[CH:20][C:19]=1[F:33])#[CH:17].C(N(C(C)C)C(C)C)C. (5) Given the product [F:1][CH2:2][CH2:3][O:4][C:5]1[CH:6]=[CH:7][C:8]([N:11]2[CH2:12][CH2:13][N:14]([C:31]([NH2:32])=[NH:26])[CH2:15][CH2:16]2)=[CH:9][CH:10]=1, predict the reactants needed to synthesize it. The reactants are: [F:1][CH2:2][CH2:3][O:4][C:5]1[CH:10]=[CH:9][C:8]([N:11]2[CH2:16][CH2:15][NH:14][CH2:13][CH2:12]2)=[CH:7][CH:6]=1.C(N(C(C)C)CC)(C)C.[N:26]1([C:31](=N)[NH2:32])C=CC=N1. (6) Given the product [CH3:1][C:2]1[O:6][C:5]([C:7]2[CH:8]=[CH:9][C:10]([C:13]([F:16])([F:15])[F:14])=[CH:11][CH:12]=2)=[N:4][C:3]=1[CH2:17][CH2:18][O:19][C:21]1[C:30]2[C:25](=[CH:26][CH:27]=[CH:28][CH:29]=2)[C:24]([CH:31]=[O:32])=[CH:23][CH:22]=1, predict the reactants needed to synthesize it. The reactants are: [CH3:1][C:2]1[O:6][C:5]([C:7]2[CH:12]=[CH:11][C:10]([C:13]([F:16])([F:15])[F:14])=[CH:9][CH:8]=2)=[N:4][C:3]=1[CH2:17][CH2:18][OH:19].O[C:21]1[C:30]2[C:25](=[CH:26][CH:27]=[CH:28][CH:29]=2)[C:24]([CH:31]=[O:32])=[CH:23][CH:22]=1.C1(P(C2C=CC=CC=2)C2C=CC=CC=2)C=CC=CC=1.CC(OC(/N=N/C(OC(C)C)=O)=O)C. (7) Given the product [OH:8][N:9]1[C:15](=[O:16])[N:14]2[CH2:17][C@H:10]1[CH2:11][CH2:12][C@H:13]2[C:18]([NH:20][N:21]1[CH2:26][CH2:25][O:24][CH2:23][CH2:22]1)=[O:19], predict the reactants needed to synthesize it. The reactants are: C([O:8][N:9]1[C:15](=[O:16])[N:14]2[CH2:17][C@H:10]1[CH2:11][CH2:12][C@H:13]2[C:18]([NH:20][N:21]1[CH2:26][CH2:25][O:24][CH2:23][CH2:22]1)=[O:19])C1C=CC=CC=1.[H][H].